This data is from Reaction yield outcomes from USPTO patents with 853,638 reactions. The task is: Predict the reaction yield, written as a fraction of the theoretical maximum amount of product (1.0 means a 100% yield; for example, 0.34 means a 34% yield). (1) The reactants are C(OC([N:8]([O:19][CH2:20][CH2:21][CH2:22][O:23][C:24]1[CH:29]=[C:28]([CH3:30])[CH:27]=[C:26]([O:31][S:32]([C:35]2[CH:40]=[CH:39][CH:38]=[CH:37][C:36]=2[S:41]([N:44]([CH2:51][CH2:52][C:53]#[N:54])[CH2:45][C:46]2[O:47][CH:48]=[CH:49][CH:50]=2)(=[O:43])=[O:42])(=[O:34])=[O:33])[CH:25]=1)[C:9]([NH:11]C(OC(C)(C)C)=O)=[NH:10])=O)(C)(C)C.C(NCCC#N)C1OC=CC=1. No catalyst specified. The product is [CH3:30][C:28]1[CH:27]=[C:26]([O:31][S:32]([C:35]2[CH:40]=[CH:39][CH:38]=[CH:37][C:36]=2[S:41]([N:44]([CH2:51][CH2:52][C:53]#[N:54])[CH2:45][C:46]2[O:47][CH:48]=[CH:49][CH:50]=2)(=[O:42])=[O:43])(=[O:33])=[O:34])[CH:25]=[C:24]([CH:29]=1)[O:23][CH2:22][CH2:21][CH2:20][O:19][NH:8][C:9]([NH2:11])=[NH:10]. The yield is 0.490. (2) The reactants are [CH3:1][O:2][C:3]1[CH:4]=[C:5]2[C:10](=[CH:11][C:12]=1[O:13][CH3:14])[N:9]=[CH:8][CH:7]=[C:6]2[O:15][C:16]1[CH:22]=[CH:21][C:19]([NH2:20])=[CH:18][C:17]=1[F:23].C(N(CC)CC)C.ClC(Cl)(O[C:35](=[O:41])OC(Cl)(Cl)Cl)Cl.[S:43]1[CH:47]=[CH:46][N:45]=[C:44]1[CH:48]([NH2:50])[CH3:49]. The catalyst is C(Cl)(Cl)Cl. The product is [CH3:1][O:2][C:3]1[CH:4]=[C:5]2[C:10](=[CH:11][C:12]=1[O:13][CH3:14])[N:9]=[CH:8][CH:7]=[C:6]2[O:15][C:16]1[CH:22]=[CH:21][C:19]([NH:20][C:35]([NH:50][CH:48]([C:44]2[S:43][CH:47]=[CH:46][N:45]=2)[CH3:49])=[O:41])=[CH:18][C:17]=1[F:23]. The yield is 0.870. (3) The reactants are [C:1]1([C:14]2[CH:19]=[CH:18][CH:17]=[CH:16][CH:15]=2)[CH:6]=[CH:5][C:4]([C@H:7]2[CH2:12][CH2:11][O:10][CH2:9][C@H:8]2[NH2:13])=[CH:3][CH:2]=1.C1CCN2C(=NCCC2)CC1.[CH:31]([S:34](Cl)(=[O:36])=[O:35])([CH3:33])[CH3:32]. The catalyst is ClCCCl. The product is [C:1]1([C:14]2[CH:15]=[CH:16][CH:17]=[CH:18][CH:19]=2)[CH:2]=[CH:3][C:4]([C@H:7]2[CH2:12][CH2:11][O:10][CH2:9][C@H:8]2[NH:13][S:34]([CH:31]([CH3:33])[CH3:32])(=[O:36])=[O:35])=[CH:5][CH:6]=1. The yield is 0.160. (4) The reactants are [CH3:1][O:2][C:3]1[CH:4]=[C:5]2[C:10](=[CH:11][C:12]=1[O:13][CH3:14])[N:9]=[CH:8][CH:7]=[C:6]2[O:15][C:16]1[C:25]([F:26])=[CH:24][C:19]2[N:20]=[C:21]([NH2:23])[S:22][C:18]=2[CH:17]=1.CCN(CC)CC.[C:34]1([CH2:40][C:41](Cl)=[O:42])[CH:39]=[CH:38][CH:37]=[CH:36][CH:35]=1.C1COCC1. The catalyst is C(C#N)(C)=O. The product is [CH3:1][O:2][C:3]1[CH:4]=[C:5]2[C:10](=[CH:11][C:12]=1[O:13][CH3:14])[N:9]=[CH:8][CH:7]=[C:6]2[O:15][C:16]1[C:25]([F:26])=[CH:24][C:19]2[N:20]=[C:21]([NH:23][C:41](=[O:42])[CH2:40][C:34]3[CH:39]=[CH:38][CH:37]=[CH:36][CH:35]=3)[S:22][C:18]=2[CH:17]=1. The yield is 0.590. (5) The reactants are [CH3:1][O:2][C:3]([C:5]1[CH:10]=[CH:9][C:8]([N:11]2[CH2:16][CH2:15][N:14]([C:17]([O:19][C:20]([CH3:23])([CH3:22])[CH3:21])=[O:18])[CH2:13][CH2:12]2)=[C:7]([N+:24]([O-])=O)[CH:6]=1)=[O:4].C(O)(=O)C.O. The catalyst is O1CCOCC1.O.[Fe]. The product is [NH2:24][C:7]1[CH:6]=[C:5]([C:3]([O:2][CH3:1])=[O:4])[CH:10]=[CH:9][C:8]=1[N:11]1[CH2:12][CH2:13][N:14]([C:17]([O:19][C:20]([CH3:23])([CH3:22])[CH3:21])=[O:18])[CH2:15][CH2:16]1. The yield is 0.450. (6) The reactants are [Br:1][C:2]1[CH:7]=[CH:6][C:5]([C:8]2([OH:19])[CH2:11][CH:10]([C:12]([O:14]C(C)(C)C)=[O:13])[CH2:9]2)=[CH:4][C:3]=1[F:20]. The yield is 0.960. The catalyst is CO.[OH-].[Na+]. The product is [Br:1][C:2]1[CH:7]=[CH:6][C:5]([C:8]2([OH:19])[CH2:11][CH:10]([C:12]([OH:14])=[O:13])[CH2:9]2)=[CH:4][C:3]=1[F:20]. (7) The reactants are C[Si](C)(C)[N-][Si](C)(C)C.[Li+].[CH2:11]1[O:21][C:14]2([CH2:19][CH2:18][C:17](=[O:20])[CH2:16][CH2:15]2)[O:13][CH2:12]1.[S:22]1[C:26]2[CH:27]=[C:28]([C:31](Cl)=[O:32])[CH:29]=[CH:30][C:25]=2[N:24]=[CH:23]1.O. The catalyst is C1COCC1. The product is [S:22]1[C:26]2[CH:27]=[C:28]([C:31]([CH:18]3[C:17](=[O:20])[CH2:16][CH2:15][C:14]4([O:13][CH2:12][CH2:11][O:21]4)[CH2:19]3)=[O:32])[CH:29]=[CH:30][C:25]=2[N:24]=[CH:23]1. The yield is 0.350. (8) The reactants are [CH2:1]1[CH2:11][C:9](=[O:10])[C:8]2[C:3](=[CH:4][CH:5]=[CH:6][CH:7]=2)[CH2:2]1.Br[C:13]1[CH:14]=[C:15](C=[CH:19][CH:20]=1)C=O.[OH-].[Na+]. The catalyst is C(O)C. The product is [C:2]1([CH:1]=[CH:11][C:9]([C:8]2[CH:7]=[CH:6][CH:5]=[CH:4][CH:3]=2)=[O:10])[CH:15]=[CH:14][CH:13]=[CH:20][CH:19]=1. The yield is 0.880.